Dataset: Reaction yield outcomes from USPTO patents with 853,638 reactions. Task: Predict the reaction yield, written as a fraction of the theoretical maximum amount of product (1.0 means a 100% yield; for example, 0.34 means a 34% yield). (1) The reactants are [OH:1][CH2:2][C:3]1[CH:10]=[C:9]([CH3:11])[C:6]([C:7]#[N:8])=[C:5]([O:12][CH3:13])[N:4]=1. The catalyst is CC(O)=O.C(O)C.[Ni]. The product is [NH2:8][CH2:7][C:6]1[C:9]([CH3:11])=[CH:10][C:3]([CH2:2][OH:1])=[N:4][C:5]=1[O:12][CH3:13]. The yield is 0.587. (2) The reactants are Cl[C:2]1[C:7]([C:8]([F:11])([F:10])[F:9])=[CH:6][N:5]=[C:4]([NH:12][C:13]2[CH:18]=[CH:17][C:16]([P:19]([CH3:22])([CH3:21])=[O:20])=[CH:15][CH:14]=2)[N:3]=1.C(N(CC)CC)C.Cl.[NH2:31][N:32]1[CH2:39][CH:38]2[CH:34]([CH2:35][CH2:36][CH2:37]2)[CH2:33]1. The catalyst is C(O)C. The product is [CH3:21][P:19]([C:16]1[CH:17]=[CH:18][C:13]([NH:12][C:4]2[N:3]=[C:2]([NH:31][N:32]3[CH2:39][CH:38]4[CH2:37][CH2:36][CH2:35][CH:34]4[CH2:33]3)[C:7]([C:8]([F:11])([F:10])[F:9])=[CH:6][N:5]=2)=[CH:14][CH:15]=1)([CH3:22])=[O:20]. The yield is 0.670. (3) The reactants are [Cl:1][C:2]1[CH:3]=[CH:4][C:5]2[O:10][CH:9]([C:11]([OH:13])=O)[CH2:8][NH:7][C:6]=2[CH:14]=1.[F:15][C:16]1[CH:29]=[CH:28][C:19]([CH2:20][N:21]2[CH2:26][CH2:25][NH:24][C@H:23]([CH3:27])[CH2:22]2)=[CH:18][CH:17]=1.CCN=C=NCCCN(C)C.C1C=CC2N([OH:50])N=NC=2C=1.CCN(C(C)C)C(C)C. The catalyst is CN(C=O)C.O. The product is [Cl:1][C:2]1[CH:3]=[CH:4][C:5]2[O:10][CH:9]([C:11]([N:24]3[CH2:25][CH2:26][N:21]([CH2:20][C:19]4[CH:28]=[CH:29][C:16]([F:15])=[CH:17][CH:18]=4)[CH2:22][C@H:23]3[CH3:27])=[O:13])[C:8](=[O:50])[NH:7][C:6]=2[CH:14]=1. The yield is 0.272. (4) The reactants are [CH3:1][O:2][C:3]1[CH:11]=[C:10]([O:12][CH3:13])[CH:9]=[CH:8][C:4]=1[C:5]([OH:7])=[O:6].[Br:14]Br. The catalyst is C(Cl)(Cl)Cl. The product is [Br:14][C:9]1[C:10]([O:12][CH3:13])=[CH:11][C:3]([O:2][CH3:1])=[C:4]([CH:8]=1)[C:5]([OH:7])=[O:6]. The yield is 0.780. (5) The product is [Si:1]([CH:18]([OH:25])[C@@H:19]1[O:23][C:22](=[O:24])[C@@H:21]([Se:47][C:41]2[CH:46]=[CH:45][CH:44]=[CH:43][CH:42]=2)[CH2:20]1)([C:14]([CH3:17])([CH3:15])[CH3:16])([C:8]1[CH:13]=[CH:12][CH:11]=[CH:10][CH:9]=1)[C:2]1[CH:7]=[CH:6][CH:5]=[CH:4][CH:3]=1. The catalyst is C1COCC1.CCOCC. The reactants are [Si:1]([CH:18]([OH:25])[C@@H:19]1[O:23][C:22](=[O:24])[CH2:21][CH2:20]1)([C:14]([CH3:17])([CH3:16])[CH3:15])([C:8]1[CH:13]=[CH:12][CH:11]=[CH:10][CH:9]=1)[C:2]1[CH:7]=[CH:6][CH:5]=[CH:4][CH:3]=1.C[Si]([N-][Si](C)(C)C)(C)C.[Li+].[Si](Cl)(C)(C)C.[C:41]1([Se:47]Br)[CH:46]=[CH:45][CH:44]=[CH:43][CH:42]=1. The yield is 0.570.